From a dataset of Full USPTO retrosynthesis dataset with 1.9M reactions from patents (1976-2016). Predict the reactants needed to synthesize the given product. (1) Given the product [CH3:33][N:35]([CH3:36])[C:1]([N:23]1[CH:19]([C:15]2[CH:16]=[CH:17][CH:18]=[C:13]([O:12][CH2:5][C:6]3[CH:11]=[CH:10][CH:9]=[CH:8][CH:7]=3)[CH:14]=2)[CH:20]2[CH2:31][O:30][C:29]3[CH:28]=[CH:27][C:26]([F:32])=[CH:25][C:24]=3[C:21]2=[N:22]1)=[O:2], predict the reactants needed to synthesize it. The reactants are: [C:1](Cl)(Cl)=[O:2].[CH2:5]([O:12][C:13]1[CH:14]=[C:15]([CH:19]2[NH:23][N:22]=[C:21]3[C:24]4[CH:25]=[C:26]([F:32])[CH:27]=[CH:28][C:29]=4[O:30][CH2:31][CH:20]23)[CH:16]=[CH:17][CH:18]=1)[C:6]1[CH:11]=[CH:10][CH:9]=[CH:8][CH:7]=1.[CH2:33]([N:35](CC)[CH2:36]C)C.CNC. (2) Given the product [Br:1][C:2]1[CH:3]=[CH:4][C:5]([Cl:11])=[C:6]([CH:10]=1)[C:7]([Cl:19])=[O:8], predict the reactants needed to synthesize it. The reactants are: [Br:1][C:2]1[CH:3]=[CH:4][C:5]([Cl:11])=[C:6]([CH:10]=1)[C:7](O)=[O:8].CN(C=O)C.S(Cl)([Cl:19])=O. (3) Given the product [NH:3]1[C:2]2[CH2:9][N:8]([C:10]([O:12][C:13]([CH3:16])([CH3:15])[CH3:14])=[O:11])[CH2:7][C:6]=2[CH:5]=[N:4]1, predict the reactants needed to synthesize it. The reactants are: O[C:2]12[CH2:9][N:8]([C:10]([O:12][C:13]([CH3:16])([CH3:15])[CH3:14])=[O:11])[CH2:7][CH:6]1[CH:5]=[N:4][NH:3]2.CO.O.C1(C)C=CC(S(O)(=O)=O)=CC=1.C([O-])(O)=O.[Na+]. (4) Given the product [C:31]1([N:37]2[CH:42]=[CH:41][C:40]([CH2:43][CH2:44][CH2:45][CH2:49][C:13]3[N:11]=[N:10][NH:9][CH:12]=3)=[C:39]([O:50][CH2:7][C:1]3[CH:2]=[CH:3][CH:4]=[CH:5][CH:6]=3)[C:38]2=[O:52])[CH:32]=[CH:33][CH:34]=[CH:35][CH:36]=1, predict the reactants needed to synthesize it. The reactants are: [C:1]1([C:7]#C)[CH:6]=[CH:5][CH:4]=[CH:3][CH:2]=1.[N:9]([CH2:12][CH2:13]CCN1C=CC=C(OCC2C=CC=CC=2)C1=O)=[N+:10]=[N-:11].[C:31]1([N:37]2[CH:42]=[CH:41][C:40]([CH2:43][CH2:44][C:45]3N=NN[CH:49]=3)=[C:39]([O:50]C)[C:38]2=[O:52])[CH:36]=[CH:35][CH:34]=[CH:33][CH:32]=1.